Dataset: Full USPTO retrosynthesis dataset with 1.9M reactions from patents (1976-2016). Task: Predict the reactants needed to synthesize the given product. Given the product [Cl:22][C:8]1[C:7]([O:23][CH2:24][CH:25]([O:28][CH3:29])[O:26][CH3:27])=[CH:6][CH:5]=[C:4]2[C:9]=1[N:10]=[C:11]([C:13]1[N:14]=[C:15]([NH:18][CH:19]([CH3:21])[CH3:20])[S:16][CH:17]=1)[CH:2]=[C:1]2[OH:3], predict the reactants needed to synthesize it. The reactants are: [C:1]([C:4]1[C:9]([NH:10][C:11]([C:13]2[N:14]=[C:15]([NH:18][CH:19]([CH3:21])[CH3:20])[S:16][CH:17]=2)=O)=[C:8]([Cl:22])[C:7]([O:23][CH2:24][CH:25]([O:28][CH3:29])[O:26][CH3:27])=[CH:6][CH:5]=1)(=[O:3])[CH3:2].[H-].[Na+].CC(O)=O.